This data is from Peptide-MHC class I binding affinity with 185,985 pairs from IEDB/IMGT. The task is: Regression. Given a peptide amino acid sequence and an MHC pseudo amino acid sequence, predict their binding affinity value. This is MHC class I binding data. (1) The peptide sequence is NTATTVLLD. The MHC is HLA-A01:01 with pseudo-sequence HLA-A01:01. The binding affinity (normalized) is 0.407. (2) The peptide sequence is QQLYTSPSF. The MHC is HLA-B48:01 with pseudo-sequence HLA-B48:01. The binding affinity (normalized) is 0.320. (3) The peptide sequence is AIFQSSMAK. The MHC is HLA-A11:01 with pseudo-sequence HLA-A11:01. The binding affinity (normalized) is 0.823.